Dataset: Tyrosyl-DNA phosphodiesterase HTS with 341,365 compounds. Task: Binary Classification. Given a drug SMILES string, predict its activity (active/inactive) in a high-throughput screening assay against a specified biological target. (1) The compound is S(=O)(=O)(c1c2c(n(c1)CC)cccc2)CC(=O)Nc1ccc(cc1)C(OCC)=O. The result is 0 (inactive). (2) The drug is S(=O)(=O)(N1CCOCC1)c1ccc(C(=O)NC(=S)N(CC2CC2)CCC)cc1. The result is 0 (inactive). (3) The compound is S(CC=1NC(=O)NC(C1C(OCC)=O)c1cc([N+]([O-])=O)ccc1)c1sc2c(n1)cccc2. The result is 0 (inactive). (4) The compound is O=c1n(c(=O)n(c2c1n(c1c2cc(OC)cc1)C)CC(=O)Nc1c(ccc(c1)C)C)c1ccc(cc1)C. The result is 0 (inactive). (5) The drug is S1CC(=O)N(N\C=C2\C(=O)C(OC)=CC=C2)C1=S. The result is 0 (inactive). (6) The molecule is O1C(CCC1)CNC(=O)C(N(c1cc(cc(c1)C)C)C(=O)CNC(=O)c1occc1)c1cc(OC)c(OC)cc1. The result is 0 (inactive). (7) The drug is S(=O)(=O)(N1C(C(C)(C)C)C=C(C1c1ccc(cc1)C(C)C)C(O)=O)c1ccc(cc1)C. The result is 0 (inactive). (8) The result is 0 (inactive). The compound is O=C(NCC(OC)=O)CNC(=O)Nc1ccccc1. (9) The result is 0 (inactive). The molecule is O(c1ccc(CNc2n(nc(n2)c2cccnc2)C(=O)CC)cc1)C.